This data is from Catalyst prediction with 721,799 reactions and 888 catalyst types from USPTO. The task is: Predict which catalyst facilitates the given reaction. Reactant: [O:1]=[C:2]1[NH:7][C:6]2[CH:8]=[C:9]([C:12]3[CH:17]([C:18]4[CH:23]=[CH:22][CH:21]=[CH:20][CH:19]=4)[S:16][C:15]4=[N:24][C:25]([C:27]([OH:29])=O)=[CH:26][N:14]4[CH:13]=3)[CH:10]=[CH:11][C:5]=2[O:4][CH2:3]1.CC[N:32]=C=NCCCN(C)C.N1(O)C2C=CC=CC=2N=N1. Product: [O:1]=[C:2]1[NH:7][C:6]2[CH:8]=[C:9]([C:12]3[CH:17]([C:18]4[CH:19]=[CH:20][CH:21]=[CH:22][CH:23]=4)[S:16][C:15]4=[N:24][C:25]([C:27]([NH2:32])=[O:29])=[CH:26][N:14]4[CH:13]=3)[CH:10]=[CH:11][C:5]=2[O:4][CH2:3]1. The catalyst class is: 3.